From a dataset of NCI-60 drug combinations with 297,098 pairs across 59 cell lines. Regression. Given two drug SMILES strings and cell line genomic features, predict the synergy score measuring deviation from expected non-interaction effect. (1) Drug 1: C1C(C(OC1N2C=NC3=C(N=C(N=C32)Cl)N)CO)O. Drug 2: CS(=O)(=O)CCNCC1=CC=C(O1)C2=CC3=C(C=C2)N=CN=C3NC4=CC(=C(C=C4)OCC5=CC(=CC=C5)F)Cl. Cell line: SK-MEL-28. Synergy scores: CSS=-0.972, Synergy_ZIP=-3.76, Synergy_Bliss=-2.25, Synergy_Loewe=-16.0, Synergy_HSA=-9.17. (2) Drug 1: CN(C)C1=NC(=NC(=N1)N(C)C)N(C)C. Drug 2: CCN(CC)CCNC(=O)C1=C(NC(=C1C)C=C2C3=C(C=CC(=C3)F)NC2=O)C. Cell line: BT-549. Synergy scores: CSS=-10.8, Synergy_ZIP=4.24, Synergy_Bliss=0.780, Synergy_Loewe=-5.71, Synergy_HSA=-5.32. (3) Drug 1: CNC(=O)C1=CC=CC=C1SC2=CC3=C(C=C2)C(=NN3)C=CC4=CC=CC=N4. Drug 2: C1=C(C(=O)NC(=O)N1)F. Cell line: UACC-257. Synergy scores: CSS=21.8, Synergy_ZIP=0.792, Synergy_Bliss=2.91, Synergy_Loewe=2.22, Synergy_HSA=2.33. (4) Drug 1: CN1C(=O)N2C=NC(=C2N=N1)C(=O)N. Drug 2: CC=C1C(=O)NC(C(=O)OC2CC(=O)NC(C(=O)NC(CSSCCC=C2)C(=O)N1)C(C)C)C(C)C. Cell line: K-562. Synergy scores: CSS=60.8, Synergy_ZIP=-2.26, Synergy_Bliss=-4.44, Synergy_Loewe=-4.06, Synergy_HSA=-3.94. (5) Drug 1: CC1=C(C=C(C=C1)C(=O)NC2=CC(=CC(=C2)C(F)(F)F)N3C=C(N=C3)C)NC4=NC=CC(=N4)C5=CN=CC=C5. Drug 2: N.N.Cl[Pt+2]Cl. Cell line: UACC-257. Synergy scores: CSS=28.0, Synergy_ZIP=-4.85, Synergy_Bliss=1.05, Synergy_Loewe=-0.148, Synergy_HSA=1.48. (6) Drug 1: CN1C2=C(C=C(C=C2)N(CCCl)CCCl)N=C1CCCC(=O)O.Cl. Drug 2: C1CN(P(=O)(OC1)NCCCl)CCCl. Cell line: NCI-H460. Synergy scores: CSS=0.901, Synergy_ZIP=0.143, Synergy_Bliss=-0.663, Synergy_Loewe=-0.710, Synergy_HSA=-1.78. (7) Synergy scores: CSS=24.7, Synergy_ZIP=-1.21, Synergy_Bliss=-2.73, Synergy_Loewe=-3.03, Synergy_HSA=-2.31. Cell line: SW-620. Drug 1: C1=CC(=CC=C1C#N)C(C2=CC=C(C=C2)C#N)N3C=NC=N3. Drug 2: N.N.Cl[Pt+2]Cl. (8) Cell line: OVCAR-8. Synergy scores: CSS=1.11, Synergy_ZIP=-0.139, Synergy_Bliss=-1.27, Synergy_Loewe=-5.50, Synergy_HSA=-5.11. Drug 1: CC12CCC(CC1=CCC3C2CCC4(C3CC=C4C5=CN=CC=C5)C)O. Drug 2: CC1=C(C=C(C=C1)C(=O)NC2=CC(=CC(=C2)C(F)(F)F)N3C=C(N=C3)C)NC4=NC=CC(=N4)C5=CN=CC=C5.